Dataset: Full USPTO retrosynthesis dataset with 1.9M reactions from patents (1976-2016). Task: Predict the reactants needed to synthesize the given product. (1) The reactants are: [O:1]=[CH:2][C@@H:3]([C@H:5]([C@H:7]([C@@H:9]([CH2:11][OH:12])[OH:10])[OH:8])[OH:6])[OH:4].[CH2:13]([NH2:16])[CH2:14][CH3:15]. Given the product [CH2:13]([NH2:16])[CH2:14][CH3:15].[O:1]=[CH:2][C@@H:3]([C@H:5]([C@H:7]([C@@H:9]([CH2:11][OH:12])[OH:10])[OH:8])[OH:6])[OH:4], predict the reactants needed to synthesize it. (2) Given the product [CH:1]([C:4]1[CH:5]=[N:6][N:7]2[C:12]([NH:13][CH2:20][C:31]3[CH:30]=[CH:29][C:28]([C:25]4[CH:26]=[CH:27][S:23][CH:24]=4)=[CH:35][CH:34]=3)=[N:11][C:10]([S:21][CH3:22])=[N:9][C:8]=12)([CH3:2])[CH3:3], predict the reactants needed to synthesize it. The reactants are: [CH:1]([C:4]1[CH:5]=[N:6][N:7]2[C:12]([N:13]([CH3:20])C3C=CC=CC=3)=[N:11][C:10]([S:21][CH3:22])=[N:9][C:8]=12)([CH3:3])[CH3:2].[S:23]1[CH:27]=[CH:26][C:25]([C:28]2[CH:35]=[CH:34][C:31](CN)=[CH:30][CH:29]=2)=[CH:24]1. (3) Given the product [F:30][C:31]1([F:35])[CH2:33][CH:32]1[NH:34][C:16]([C:12]1[CH:11]=[C:10]([NH:9][C:7]([C:6]2[N:2]([CH3:1])[N:3]=[C:4]([C:23]([F:28])([F:29])[C:24]([F:26])([F:27])[F:25])[C:5]=2[C:19]([F:21])([F:20])[F:22])=[O:8])[CH:15]=[CH:14][N:13]=1)=[O:17], predict the reactants needed to synthesize it. The reactants are: [CH3:1][N:2]1[C:6]([C:7]([NH:9][C:10]2[CH:15]=[CH:14][N:13]=[C:12]([C:16](O)=[O:17])[CH:11]=2)=[O:8])=[C:5]([C:19]([F:22])([F:21])[F:20])[C:4]([C:23]([F:29])([F:28])[C:24]([F:27])([F:26])[F:25])=[N:3]1.[F:30][C:31]1([F:35])[CH2:33][CH:32]1[NH2:34].CN(C(ON1N=NC2C=CC=NC1=2)=[N+](C)C)C.F[P-](F)(F)(F)(F)F.CCN(C(C)C)C(C)C. (4) Given the product [Cl:1][C:2]1[CH:29]=[CH:28][C:5]2[N:6]=[C:7]([NH:9][C:10]3[CH:15]=[CH:14][C:13]([C:16]4[N:20]5[CH:21]=[CH:22][N:36]=[C:24]([C:25]([NH:41][C@@H:42]([CH2:45][CH3:46])[CH2:43][OH:44])=[O:26])[C:19]5=[N:18][N:17]=4)=[CH:12][CH:11]=3)[S:8][C:4]=2[CH:3]=1, predict the reactants needed to synthesize it. The reactants are: [Cl:1][C:2]1[CH:29]=[CH:28][C:5]2[N:6]=[C:7]([NH:9][C:10]3[CH:15]=[CH:14][C:13]([C:16]4[N:20]5[CH:21]=[CH:22]C=[C:24]([C:25](O)=[O:26])[C:19]5=[N:18][N:17]=4)=[CH:12][CH:11]=3)[S:8][C:4]=2[CH:3]=1.C1C=CC2N(O)N=[N:36]C=2C=1.Cl.[NH2:41][C@@H:42]([CH2:45][CH3:46])[CH2:43][OH:44].C(N(CC)CC)C. (5) Given the product [Cl:35][C:34]1[CH:33]=[CH:32][CH:31]=[C:30]([Cl:36])[C:29]=1[CH2:28][NH:27][CH:4]([CH2:5][NH:6][C:7]([N:9]1[CH2:26][CH2:25][C:12]2([N:16]([C:17]3[CH:22]=[CH:21][CH:20]=[CH:19][CH:18]=3)[CH2:15][N:14]([CH3:23])[C:13]2=[O:24])[CH2:11][CH2:10]1)=[O:8])[C:3]([OH:37])=[O:2], predict the reactants needed to synthesize it. The reactants are: C[O:2][C:3](=[O:37])[CH:4]([NH:27][CH2:28][C:29]1[C:34]([Cl:35])=[CH:33][CH:32]=[CH:31][C:30]=1[Cl:36])[CH2:5][NH:6][C:7]([N:9]1[CH2:26][CH2:25][C:12]2([N:16]([C:17]3[CH:22]=[CH:21][CH:20]=[CH:19][CH:18]=3)[CH2:15][N:14]([CH3:23])[C:13]2=[O:24])[CH2:11][CH2:10]1)=[O:8].Cl. (6) Given the product [CH3:23][O:24][C:25]1[CH:31]=[CH:30][C:29]([O:32][CH3:33])=[CH:28][C:26]=1[NH:27][C:2]1[C:3]([NH:12][S:13]([C:16]2[CH:21]=[CH:20][CH:19]=[C:18]([F:22])[CH:17]=2)(=[O:15])=[O:14])=[N:4][C:5]2[C:10]([N:11]=1)=[CH:9][CH:8]=[CH:7][CH:6]=2, predict the reactants needed to synthesize it. The reactants are: Cl[C:2]1[C:3]([NH:12][S:13]([C:16]2[CH:21]=[CH:20][CH:19]=[C:18]([F:22])[CH:17]=2)(=[O:15])=[O:14])=[N:4][C:5]2[C:10]([N:11]=1)=[CH:9][CH:8]=[CH:7][CH:6]=2.[CH3:23][O:24][C:25]1[CH:31]=[CH:30][C:29]([O:32][CH3:33])=[CH:28][C:26]=1[NH2:27]. (7) Given the product [I:16][C:4]1[CH:5]=[C:6]([CH2:10][CH2:11][CH2:12][CH2:13][O:14][CH3:15])[C:7]([O:8][CH3:9])=[CH:2][N:3]=1, predict the reactants needed to synthesize it. The reactants are: I[C:2]1[C:7]([O:8][CH3:9])=[C:6]([CH2:10][CH2:11][CH2:12][CH2:13][O:14][CH3:15])[CH:5]=[C:4]([I:16])[N:3]=1.C([Li])CCC.O.[Cl-].[NH4+]. (8) Given the product [CH3:1][O:2][C:3](=[O:21])[C:4]1[C:5](=[CH:6][CH:7]=[C:8]([F:10])[CH:9]=1)[C:11]([NH2:13])=[O:12], predict the reactants needed to synthesize it. The reactants are: [CH3:1][O:2][C:3](=[O:21])[C:4]1[CH:9]=[C:8]([F:10])[CH:7]=[CH:6][C:5]=1[C:11]([NH:13]C(OC(C)(C)C)=O)=[O:12].C(O)(C(F)(F)F)=O. (9) Given the product [CH2:60]([O:62][C:63](=[O:71])[CH2:64][C:65]1[N:66]=[C:67]([NH:70][C:8](=[O:9])[CH:7]([C:11]2[CH:16]=[CH:15][C:14]([NH:17][C:18]([C:20]3[CH:21]=[N:22][CH:23]=[CH:24][CH:25]=3)=[O:19])=[CH:13][CH:12]=2)[CH2:6][CH:1]2[CH2:2][CH2:3][CH2:4][CH2:5]2)[S:68][CH:69]=1)[CH3:61], predict the reactants needed to synthesize it. The reactants are: [CH:1]1([CH2:6][CH:7]([C:11]2[CH:16]=[CH:15][C:14]([NH:17][C:18]([C:20]3[CH:21]=[N:22][CH:23]=[CH:24][CH:25]=3)=[O:19])=[CH:13][CH:12]=2)[C:8](O)=[O:9])[CH2:5][CH2:4][CH2:3][CH2:2]1.C(N(CC)CC)C.F[P-](F)(F)(F)(F)F.N1(O[P+](N(C)C)(N(C)C)N(C)C)C2C=CC=CC=2N=N1.[CH2:60]([O:62][C:63](=[O:71])[CH2:64][C:65]1[N:66]=[C:67]([NH2:70])[S:68][CH:69]=1)[CH3:61].